Dataset: Full USPTO retrosynthesis dataset with 1.9M reactions from patents (1976-2016). Task: Predict the reactants needed to synthesize the given product. (1) Given the product [CH3:13][O:12][C:9]1[CH:10]=[C:11]2[C:6](=[CH:7][C:8]=1[O:14][CH3:15])[N:5]=[CH:4][CH:3]=[C:2]2[O:26][C:22]1[CH:21]=[C:20]2[C:25]([C:17]([NH2:16])=[N:18][N:19]2[CH3:27])=[CH:24][CH:23]=1, predict the reactants needed to synthesize it. The reactants are: Cl[C:2]1[C:11]2[C:6](=[CH:7][C:8]([O:14][CH3:15])=[C:9]([O:12][CH3:13])[CH:10]=2)[N:5]=[CH:4][CH:3]=1.[NH2:16][C:17]1[C:25]2[C:20](=[CH:21][C:22]([OH:26])=[CH:23][CH:24]=2)[N:19]([CH3:27])[N:18]=1.C(=O)([O-])[O-].[Cs+].[Cs+].O. (2) Given the product [O:21]=[C:18]1[CH:17]=[CH:16][C:15]2[C:20](=[C:11]([CH2:10][CH2:9][N:6]3[CH2:7][CH2:8][CH:3]([NH:2][CH2:40][C:38]4[CH:37]=[CH:36][C:33]5[S:34][CH2:35][C:30](=[O:29])[NH:31][C:32]=5[N:39]=4)[CH2:4][CH2:5]3)[CH:12]=[CH:13][CH:14]=2)[O:19]1, predict the reactants needed to synthesize it. The reactants are: Cl.[NH2:2][CH:3]1[CH2:8][CH2:7][N:6]([CH2:9][CH2:10][C:11]2[CH:12]=[CH:13][CH:14]=[C:15]3[C:20]=2[O:19][C:18](=[O:21])[CH:17]=[CH:16]3)[CH2:5][CH2:4]1.CCN(CC)CC.[O:29]=[C:30]1[CH2:35][S:34][C:33]2[CH:36]=[CH:37][C:38]([CH:40]=O)=[N:39][C:32]=2[NH:31]1.[BH4-].[Na+]. (3) Given the product [CH2:26]([O:27][C:2](=[O:11])[CH2:9][CH2:8][CH2:7][CH2:6][C:5]1[CH:4]=[CH:3][C:20]([Br:23])=[CH:19][N:18]=1)[CH3:25], predict the reactants needed to synthesize it. The reactants are: B1[CH:6]2[CH2:7][CH2:8][CH2:9][CH:2]1[CH2:3][CH2:4][CH2:5]2.C([O-])([O-])=[O:11].[K+].[K+].BrC1C=C[C:20]([Br:23])=[CH:19][N:18]=1.C1C[O:27][CH2:26][CH2:25]1. (4) Given the product [CH3:19][N:20]([C:2]1[C:11]2[C:6](=[CH:7][CH:8]=[C:9]([C:12]3[CH:17]=[CH:16][C:15]([F:18])=[CH:14][CH:13]=3)[CH:10]=2)[N:5]=[CH:4][N:3]=1)[CH3:21], predict the reactants needed to synthesize it. The reactants are: Cl[C:2]1[C:11]2[C:6](=[CH:7][CH:8]=[C:9]([C:12]3[CH:17]=[CH:16][C:15]([F:18])=[CH:14][CH:13]=3)[CH:10]=2)[N:5]=[CH:4][N:3]=1.[CH3:19][NH:20][CH3:21]. (5) Given the product [F:9][C:5]1[CH:6]=[C:7]([CH3:8])[C:2]([OH:10])=[N:3][CH:4]=1, predict the reactants needed to synthesize it. The reactants are: Cl[C:2]1[C:7]([CH3:8])=[CH:6][C:5]([F:9])=[CH:4][N:3]=1.[OH2:10]. (6) The reactants are: [CH2:1]([O:3][C:4]([C:6]1([C:9]2[CH:14]=[CH:13][C:12]([C:15]3[CH:20]=[CH:19][C:18]([C:21]4[O:25][N:24]=[C:23]([CH3:26])[C:22]=4[CH2:27]Br)=[CH:17][CH:16]=3)=[CH:11][CH:10]=2)[CH2:8][CH2:7]1)=[O:5])[CH3:2].[C:29]1([C:35]2[NH:39][N:38]=[N:37][CH:36]=2)[CH:34]=[CH:33][CH:32]=[CH:31][CH:30]=1. Given the product [CH2:1]([O:3][C:4]([C:6]1([C:9]2[CH:14]=[CH:13][C:12]([C:15]3[CH:20]=[CH:19][C:18]([C:21]4[O:25][N:24]=[C:23]([CH3:26])[C:22]=4[CH2:27][N:39]4[C:35]([C:29]5[CH:34]=[CH:33][CH:32]=[CH:31][CH:30]=5)=[CH:36][N:37]=[N:38]4)=[CH:17][CH:16]=3)=[CH:11][CH:10]=2)[CH2:8][CH2:7]1)=[O:5])[CH3:2], predict the reactants needed to synthesize it. (7) The reactants are: [NH2:1][C:2]1[CH:3]=[N:4][CH:5]=[CH:6][C:7]=1[C@H:8]1[CH2:13][C@@H:12]([NH:14][C:15](=[O:21])[O:16][C:17]([CH3:20])([CH3:19])[CH3:18])[C@H:11]([O:22][CH3:23])[C@@H:10]([CH3:24])[CH2:9]1.[C:25](N1C=CN=C1)(N1C=CN=C1)=[S:26]. Given the product [N:1]([C:2]1[CH:3]=[N:4][CH:5]=[CH:6][C:7]=1[C@H:8]1[CH2:13][C@@H:12]([NH:14][C:15](=[O:21])[O:16][C:17]([CH3:18])([CH3:19])[CH3:20])[C@H:11]([O:22][CH3:23])[C@@H:10]([CH3:24])[CH2:9]1)=[C:25]=[S:26], predict the reactants needed to synthesize it. (8) The reactants are: [CH2:1]1[O:3][CH2:2]1.C1[O:7][CH:5]1C.[CH2:8]([C:10]([CH2:14][OH:15])([CH2:12][OH:13])[CH3:11])[OH:9].[OH:16][CH2:17][CH:18]([CH2:20][OH:21])O. Given the product [OH:9][CH2:8][C:10]([CH2:11][OH:3])([CH2:14][OH:15])[CH2:12][OH:13].[OH:15][CH2:14][C:10]([CH2:8][OH:9])([CH2:1][O:3][CH2:2][C:18]([CH2:17][OH:16])([CH2:20][OH:21])[CH2:5][OH:7])[CH2:12][OH:13], predict the reactants needed to synthesize it.